This data is from Reaction yield outcomes from USPTO patents with 853,638 reactions. The task is: Predict the reaction yield, written as a fraction of the theoretical maximum amount of product (1.0 means a 100% yield; for example, 0.34 means a 34% yield). (1) The reactants are [C:1]([C:5]1[CH:31]=[C:8]2[N:9]=[C:10]([CH3:30])[C:11]([CH:20]([CH:25](C)[CH2:26][O:27][CH3:28])[C:21]([O:23]C)=[O:22])=[C:12]([C:13]3[CH:18]=[CH:17][C:16]([CH3:19])=[CH:15][CH:14]=3)[N:7]2[N:6]=1)([CH3:4])([CH3:3])[CH3:2].[OH-].[Na+]. The catalyst is CO. The product is [C:1]([C:5]1[CH:31]=[C:8]2[N:9]=[C:10]([CH3:30])[C:11]([CH:20]([CH2:25][CH2:26][O:27][CH3:28])[C:21]([OH:23])=[O:22])=[C:12]([C:13]3[CH:18]=[CH:17][C:16]([CH3:19])=[CH:15][CH:14]=3)[N:7]2[N:6]=1)([CH3:3])([CH3:4])[CH3:2]. The yield is 0.550. (2) The reactants are [O:1]1[CH2:6][CH2:5][N:4]([S:7]([C:10]2[CH:18]=[CH:17][C:13]([C:14]([OH:16])=[O:15])=[CH:12][CH:11]=2)(=[O:9])=[O:8])[CH2:3][CH2:2]1.S(=O)(=O)(O)O.[CH3:24]O. No catalyst specified. The product is [O:1]1[CH2:6][CH2:5][N:4]([S:7]([C:10]2[CH:11]=[CH:12][C:13]([C:14]([O:16][CH3:24])=[O:15])=[CH:17][CH:18]=2)(=[O:9])=[O:8])[CH2:3][CH2:2]1. The yield is 0.840.